From a dataset of Catalyst prediction with 721,799 reactions and 888 catalyst types from USPTO. Predict which catalyst facilitates the given reaction. (1) Reactant: C[O:2][C:3](=[O:27])[CH2:4][O:5][C:6]1[CH:11]=[C:10]([O:12][CH3:13])[C:9]([S:14][CH2:15][CH2:16][C:17]2[C:25]3[C:20](=[CH:21][CH:22]=[CH:23][CH:24]=3)[NH:19][CH:18]=2)=[CH:8][C:7]=1[CH3:26].[H-].[Na+].[F:30][C:31]([F:41])([F:40])[C:32]1[CH:39]=[CH:38][C:35]([CH2:36]Br)=[CH:34][CH:33]=1.Cl. Product: [CH3:13][O:12][C:10]1[C:9]([S:14][CH2:15][CH2:16][C:17]2[C:25]3[C:20](=[CH:21][CH:22]=[CH:23][CH:24]=3)[N:19]([CH2:36][C:35]3[CH:34]=[CH:33][C:32]([C:31]([F:30])([F:40])[F:41])=[CH:39][CH:38]=3)[CH:18]=2)=[CH:8][C:7]([CH3:26])=[C:6]([CH:11]=1)[O:5][CH2:4][C:3]([OH:2])=[O:27]. The catalyst class is: 3. (2) Reactant: [Br:1][C:2]1[CH:3]=[N:4][NH:5][CH:6]=1.[CH:7]1(Br)[CH2:9][CH2:8]1.C(=O)([O-])[O-].[Cs+].[Cs+]. Product: [Br:1][C:2]1[CH:3]=[N:4][N:5]([CH:7]2[CH2:9][CH2:8]2)[CH:6]=1. The catalyst class is: 9. (3) Reactant: C1([C@H](NCCN[C@@H](C2C=CC=CC=2)C)C)C=CC=CC=1.C(O)CO.C([Zn]CC)C.C([O:33][C:34](=[O:57])[C:35]1[CH:40]=[C:39]([CH3:41])[C:38]([C:42](=[O:55])[C:43]2[CH:48]=[C:47]([N:49]3[CH:53]=[CH:52][N:51]=[CH:50]3)[CH:46]=[CH:45][C:44]=2[CH3:54])=[C:37]([CH3:56])[CH:36]=1)(C)C.C[SiH](O)C.C[Si](C)(C)C.C[Si](O)(C)C.[OH-].[Na+]. Product: [OH:55][C@@H:42]([C:43]1[CH:48]=[C:47]([N:49]2[CH:53]=[CH:52][N:51]=[CH:50]2)[CH:46]=[CH:45][C:44]=1[CH3:54])[C:38]1[C:37]([CH3:56])=[CH:36][C:35]([C:34]([OH:57])=[O:33])=[CH:40][C:39]=1[CH3:41]. The catalyst class is: 214. (4) Reactant: [Br:1][C:2]1[CH:3]=[CH:4][C:5]([F:11])=[C:6]([CH:10]=1)[C:7](O)=[O:8].C(Cl)(=O)C(Cl)=O.[CH3:18][NH2:19]. Product: [Br:1][C:2]1[CH:3]=[CH:4][C:5]([F:11])=[C:6]([CH:10]=1)[C:7]([NH:19][CH3:18])=[O:8]. The catalyst class is: 120. (5) Reactant: [Cl:1][C:2]1[N:3]=[N:4][C:5]([CH3:8])=[CH:6][CH:7]=1.C1C(=O)N([Br:16])C(=O)C1. Product: [Br:16][CH2:8][C:5]1[N:4]=[N:3][C:2]([Cl:1])=[CH:7][CH:6]=1. The catalyst class is: 53. (6) Reactant: [C:1]1([P:7]([C:20]2[CH:25]=[CH:24][CH:23]=[CH:22][CH:21]=2)([C:9]2[CH:10]=[CH:11][CH:12]=[C:13]3[C:18]=2[NH:17][CH:16]([CH3:19])[CH2:15][CH2:14]3)=O)[CH:6]=[CH:5][CH:4]=[CH:3][CH:2]=1.CCN(CC)CC.Cl[SiH](Cl)Cl.[OH-].[Na+]. Product: [C:20]1([P:7]([C:1]2[CH:2]=[CH:3][CH:4]=[CH:5][CH:6]=2)[C:9]2[CH:10]=[CH:11][CH:12]=[C:13]3[C:18]=2[NH:17][CH:16]([CH3:19])[CH2:15][CH2:14]3)[CH:21]=[CH:22][CH:23]=[CH:24][CH:25]=1. The catalyst class is: 2. (7) Reactant: CO[C:3]1[C:4](=[O:10])[C:5](=[O:9])[C:6]=1[O:7][CH3:8].[Cl:11][C:12]1[CH:18]=[CH:17][C:15]([NH2:16])=[CH:14][CH:13]=1. Product: [Cl:11][C:12]1[CH:18]=[CH:17][C:15]([NH:16][C:3]2[C:4](=[O:10])[C:5](=[O:9])[C:6]=2[O:7][CH3:8])=[CH:14][CH:13]=1. The catalyst class is: 5.